From a dataset of Experimentally validated miRNA-target interactions with 360,000+ pairs, plus equal number of negative samples. Binary Classification. Given a miRNA mature sequence and a target amino acid sequence, predict their likelihood of interaction. The miRNA is hsa-miR-4786-5p with sequence UGAGACCAGGACUGGAUGCACC. The protein sequence of the target gene is MSFLVSKPERIRRWVSEKFIVEGLRDLELFGEQPPGDTRRKANEASSESIASFSKPEMMSSFLPEGGCYELLTIIGKGFEDLMTVNLARYKPTGEYVTVRRINLEACSNEMVTFLQGELHVSKLFSHPNIVPYRATFIADNELWVVTSFMAYGSAKDLIGTHFMDGMNELAIAYILQGVLKALDYIHHMGYVHRSVKASHILISTDGKVYLSGLRSNLSMISHGQRQRAVHDFPKYSIKVLPWLSPEVLQQNLQGYDAKSDIYSVGITACELANGHVPFKDMPATQMLLEKLNGTVPCLL.... Result: 0 (no interaction).